This data is from NCI-60 drug combinations with 297,098 pairs across 59 cell lines. The task is: Regression. Given two drug SMILES strings and cell line genomic features, predict the synergy score measuring deviation from expected non-interaction effect. Drug 1: CC1C(C(CC(O1)OC2CC(CC3=C2C(=C4C(=C3O)C(=O)C5=C(C4=O)C(=CC=C5)OC)O)(C(=O)C)O)N)O.Cl. Drug 2: CCC1=C2CN3C(=CC4=C(C3=O)COC(=O)C4(CC)O)C2=NC5=C1C=C(C=C5)O. Cell line: HCT116. Synergy scores: CSS=49.1, Synergy_ZIP=-5.72, Synergy_Bliss=-4.68, Synergy_Loewe=-7.16, Synergy_HSA=-0.972.